From a dataset of Catalyst prediction with 721,799 reactions and 888 catalyst types from USPTO. Predict which catalyst facilitates the given reaction. (1) Reactant: [CH2:1]([O:3][C:4]([C:6]1[C:7]([CH:11]=O)=[N:8][NH:9][CH:10]=1)=[O:5])[CH3:2].[C:13]1([NH2:20])[C:14]([NH2:19])=[CH:15][CH:16]=[CH:17][CH:18]=1.OS([O-])=O.[Na+]. Product: [CH2:1]([O:3][C:4]([C:6]1[C:7]([C:11]2[NH:20][C:13]3[CH:18]=[CH:17][CH:16]=[CH:15][C:14]=3[N:19]=2)=[N:8][NH:9][CH:10]=1)=[O:5])[CH3:2]. The catalyst class is: 3. (2) Reactant: C1(=O)[N:5]([CH2:6][CH2:7][CH2:8][CH2:9][O:10][C:11]2[CH:16]=[C:15]([Br:17])[CH:14]=[C:13]([Br:18])[CH:12]=2)C(=O)C2=CC=CC=C12.O.NN.Cl. Product: [Br:17][C:15]1[CH:16]=[C:11]([CH:12]=[C:13]([Br:18])[CH:14]=1)[O:10][CH2:9][CH2:8][CH2:7][CH2:6][NH2:5]. The catalyst class is: 8. (3) Product: [CH3:1][O:2][C@@H:3]([CH3:20])[C@@H:4]([C:16]([O:18][CH3:19])=[O:17])[NH2:5]. Reactant: [CH3:1][O:2][C@@H:3]([CH3:20])[C@@H:4]([C:16]([O:18][CH3:19])=[O:17])[NH:5]C(OCC1C=CC=CC=1)=O. The catalyst class is: 50. (4) Reactant: C([O:4][C@@H:5]([C:7]1[N:12]=[C:11]([N:13]2[CH2:22][CH2:21][C:20]3[C:15](=[CH:16][C:17]([S:23](=[O:28])(=[O:27])[N:24]([CH3:26])[CH3:25])=[CH:18][CH:19]=3)[CH2:14]2)[CH:10]=[CH:9][N:8]=1)[CH3:6])(=O)C.O.[OH-].[Li+]. Product: [CH3:26][N:24]([CH3:25])[S:23]([C:17]1[CH:16]=[C:15]2[C:20]([CH2:21][CH2:22][N:13]([C:11]3[CH:10]=[CH:9][N:8]=[C:7]([C@H:5]([OH:4])[CH3:6])[N:12]=3)[CH2:14]2)=[CH:19][CH:18]=1)(=[O:28])=[O:27]. The catalyst class is: 24. (5) Reactant: [O:1]=[C:2]([NH:8][C:9]1[CH:14]=[CH:13][CH:12]=[C:11]([C:15]([F:18])([F:17])[F:16])[CH:10]=1)[C:3]([O:5]CC)=O.[NH2:19][CH2:20][CH:21]([OH:23])[CH3:22]. Product: [OH:23][CH:21]([CH3:22])[CH2:20][NH:19][C:3](=[O:5])[C:2]([NH:8][C:9]1[CH:14]=[CH:13][CH:12]=[C:11]([C:15]([F:16])([F:17])[F:18])[CH:10]=1)=[O:1]. The catalyst class is: 8. (6) Reactant: [F:1][C:2]([F:17])([F:16])[C:3]([NH:5][C:6]1[CH:7]=[C:8]([CH2:12][C:13]([OH:15])=O)[CH:9]=[CH:10][CH:11]=1)=[O:4].[CH2:18]([NH2:21])[C:19]#[CH:20].CN(C(ON1N=NC2C=CC=NC1=2)=[N+](C)C)C.F[P-](F)(F)(F)(F)F.CCN(C(C)C)C(C)C. Product: [F:16][C:2]([F:1])([F:17])[C:3]([NH:5][C:6]1[CH:11]=[CH:10][CH:9]=[C:8]([CH2:12][C:13](=[O:15])[NH:21][CH2:18][C:19]#[CH:20])[CH:7]=1)=[O:4]. The catalyst class is: 10. (7) Reactant: Cl[CH2:2][CH2:3][C:4]1[C:9](=[O:10])[N:8]2[CH2:11][CH2:12][CH2:13][CH2:14][C:7]2=[N:6][C:5]=1[CH3:15].[NH:16]1[CH2:21][CH2:20][CH:19]([C:22]2[C:26]3[CH:27]=[CH:28][C:29]([OH:31])=[CH:30][C:25]=3[O:24][N:23]=2)[CH2:18][CH2:17]1.C(=O)([O-])[O-].[Na+].[Na+].[I-].[K+]. Product: [OH:31][C:29]1[CH:28]=[CH:27][C:26]2[C:22]([CH:19]3[CH2:18][CH2:17][N:16]([CH2:2][CH2:3][C:4]4[C:9](=[O:10])[N:8]5[CH2:11][CH2:12][CH2:13][CH2:14][C:7]5=[N:6][C:5]=4[CH3:15])[CH2:21][CH2:20]3)=[N:23][O:24][C:25]=2[CH:30]=1. The catalyst class is: 18.